Dataset: Catalyst prediction with 721,799 reactions and 888 catalyst types from USPTO. Task: Predict which catalyst facilitates the given reaction. Reactant: Br[C:2]1[CH:3]=[N:4][N:5]([C:7]2([CH3:10])[CH2:9][CH2:8]2)[CH:6]=1.[CH3:11][C:12]1([CH3:28])[C:16]([CH3:18])([CH3:17])[O:15][B:14]([B:14]2[O:15][C:16]([CH3:18])([CH3:17])[C:12]([CH3:28])([CH3:11])[O:13]2)[O:13]1.CC(O[K])=O. Product: [CH3:10][C:7]1([N:5]2[CH:6]=[C:2]([B:14]3[O:15][C:16]([CH3:18])([CH3:17])[C:12]([CH3:28])([CH3:11])[O:13]3)[CH:3]=[N:4]2)[CH2:9][CH2:8]1. The catalyst class is: 184.